Dataset: NCI-60 drug combinations with 297,098 pairs across 59 cell lines. Task: Regression. Given two drug SMILES strings and cell line genomic features, predict the synergy score measuring deviation from expected non-interaction effect. Drug 1: C1=CC(=CC=C1CC(C(=O)O)N)N(CCCl)CCCl.Cl. Drug 2: CC12CCC3C(C1CCC2O)C(CC4=C3C=CC(=C4)O)CCCCCCCCCS(=O)CCCC(C(F)(F)F)(F)F. Cell line: T-47D. Synergy scores: CSS=18.1, Synergy_ZIP=-12.6, Synergy_Bliss=-5.55, Synergy_Loewe=-2.76, Synergy_HSA=-2.63.